This data is from Forward reaction prediction with 1.9M reactions from USPTO patents (1976-2016). The task is: Predict the product of the given reaction. (1) Given the reactants [CH2:1]([C:5]1[O:6][C:7]2[CH:22]=[CH:21][CH:20]=[CH:19][C:8]=2[C:9]=1[C:10](=[O:18])[C:11]1[CH:16]=[CH:15][C:14]([OH:17])=[CH:13][CH:12]=1)[CH2:2][CH2:3][CH3:4].[H-].[Al+3].[Li+].[H-].[H-].[H-], predict the reaction product. The product is: [CH2:1]([C:5]1[O:6][C:7]2[CH:22]=[CH:21][CH:20]=[CH:19][C:8]=2[C:9]=1[CH:10]([OH:18])[C:11]1[CH:16]=[CH:15][C:14]([OH:17])=[CH:13][CH:12]=1)[CH2:2][CH2:3][CH3:4]. (2) Given the reactants [Cl:1][C:2]1[N:7]=[CH:6][C:5]([S:8]([N:11]2[C:15]([C:16]3[CH:21]=[CH:20][CH:19]=[CH:18][CH:17]=3)=[CH:14][C:13]([CH2:22][N:23](C)[C:24](=O)OC(C)(C)C)=[CH:12]2)(=[O:10])=[O:9])=[CH:4][CH:3]=1.[OH-:32].[Na+].O, predict the reaction product. The product is: [ClH:1].[CH3:24][NH:23][CH2:22][C:13]1[CH:14]=[C:15]([C:16]2[CH:21]=[CH:20][CH:19]=[CH:18][CH:17]=2)[N:11]([S:8]([C:5]2[CH:4]=[CH:3][C:2]([OH:32])=[N:7][CH:6]=2)(=[O:10])=[O:9])[CH:12]=1. (3) The product is: [C:22]([O:21][C:19]([N:5]1[CH2:6][CH2:7][C@@H:3]([OH:2])[CH2:4]1)=[O:20])([CH3:25])([CH3:24])[CH3:23]. Given the reactants Cl.[OH:2][C@@H:3]1[CH2:7][CH2:6][NH:5][CH2:4]1.C(=O)([O-])[O-].[K+].[K+].C1COCC1.[C:19](O[C:19]([O:21][C:22]([CH3:25])([CH3:24])[CH3:23])=[O:20])([O:21][C:22]([CH3:25])([CH3:24])[CH3:23])=[O:20], predict the reaction product. (4) The product is: [C:14]([C:13]1[CH:12]=[C:11]([N:7]2[C:8]3[C:4](=[CH:3][C:2]([C:29]4[CH:30]=[C:25]([CH:26]=[C:27]([F:35])[C:28]=4[CH3:34])[C:23]([NH:22][CH:19]4[CH2:20][CH2:21]4)=[O:24])=[CH:10][CH:9]=3)[CH:5]=[CH:6]2)[CH:18]=[CH:17][CH:16]=1)#[N:15]. Given the reactants Br[C:2]1[CH:3]=[C:4]2[C:8](=[CH:9][CH:10]=1)[N:7]([C:11]1[CH:12]=[C:13]([CH:16]=[CH:17][CH:18]=1)[C:14]#[N:15])[CH:6]=[CH:5]2.[CH:19]1([NH:22][C:23]([C:25]2[CH:26]=[C:27]([F:35])[C:28]([CH3:34])=[C:29](B(O)O)[CH:30]=2)=[O:24])[CH2:21][CH2:20]1.C(=O)([O-])O.[Na+], predict the reaction product. (5) Given the reactants [NH2:1][C:2]12[CH2:10][CH2:9][CH:6]([CH2:7][CH2:8]1)[CH2:5][N:4]1[C:11](=[O:21])[C:12]([OH:20])=[C:13]([C:15]([O:17][CH2:18][CH3:19])=[O:16])[N:14]=[C:3]21.[CH3:22][N:23]([CH3:29])[C:24](=[O:28])[C:25](O)=[O:26].C(N(C(C)C)CC)(C)C.F[P-](F)(F)(F)(F)F.N1(OC(N(C)C)=[N+](C)C)C2N=CC=CC=2N=N1, predict the reaction product. The product is: [CH3:22][N:23]([C:24](=[O:28])[C:25]([NH:1][C:2]12[CH2:8][CH2:7][CH:6]([CH2:9][CH2:10]1)[CH2:5][N:4]1[C:11](=[O:21])[C:12]([OH:20])=[C:13]([C:15]([O:17][CH2:18][CH3:19])=[O:16])[N:14]=[C:3]21)=[O:26])[CH3:29].